Dataset: Forward reaction prediction with 1.9M reactions from USPTO patents (1976-2016). Task: Predict the product of the given reaction. (1) Given the reactants [CH3:1][C:2]1[C:7]2[N:8]=[C:9]([NH2:12])[N:10]=[N:11][C:6]=2[CH:5]=[C:4]([C:13]2[CH:18]=[CH:17][CH:16]=[C:15]([N+:19]([O-:21])=[O:20])[CH:14]=2)[CH:3]=1.Br[C:23]1[CH:28]=[CH:27][C:26]([S:29]([NH:32][CH2:33][CH2:34][N:35]2[CH2:39][CH2:38][CH2:37][CH2:36]2)(=[O:31])=[O:30])=[CH:25][CH:24]=1.C(=O)([O-])[O-].[Cs+].[Cs+].C1(P(C2C=CC=CC=2)C2C3OC4C(=CC=CC=4P(C4C=CC=CC=4)C4C=CC=CC=4)C(C)(C)C=3C=CC=2)C=CC=CC=1, predict the reaction product. The product is: [CH3:1][C:2]1[C:7]2[N:8]=[C:9]([NH:12][C:23]3[CH:28]=[CH:27][C:26]([S:29]([NH:32][CH2:33][CH2:34][N:35]4[CH2:36][CH2:37][CH2:38][CH2:39]4)(=[O:31])=[O:30])=[CH:25][CH:24]=3)[N:10]=[N:11][C:6]=2[CH:5]=[C:4]([C:13]2[CH:18]=[CH:17][CH:16]=[C:15]([N+:19]([O-:21])=[O:20])[CH:14]=2)[CH:3]=1. (2) The product is: [CH2:22]([O:24][C:25]([C:27]1[CH:32]=[CH:31][CH:30]=[CH:29][C:28]=1[C:2]1[CH:21]=[CH:20][CH:19]=[C:4]([CH2:5][O:6][C:7]2[CH:12]=[CH:11][C:10]([CH2:13][CH2:14][C:15]([OH:17])=[O:16])=[CH:9][CH:8]=2)[CH:3]=1)=[O:26])[CH3:23]. Given the reactants Br[C:2]1[CH:3]=[C:4]([CH:19]=[CH:20][CH:21]=1)[CH2:5][O:6][C:7]1[CH:12]=[CH:11][C:10]([CH2:13][CH2:14][C:15]([O:17]C)=[O:16])=[CH:9][CH:8]=1.[CH2:22]([O:24][C:25]([C:27]1[CH:32]=[CH:31][CH:30]=[CH:29][C:28]=1B(O)O)=[O:26])[CH3:23], predict the reaction product.